From a dataset of Forward reaction prediction with 1.9M reactions from USPTO patents (1976-2016). Predict the product of the given reaction. Given the reactants Br[C:2]1[CH:3]=[CH:4][C:5]([F:21])=[C:6]([C@:8]2([CH2:19][F:20])[CH2:13][C@@H:12]([C:14]([F:17])([F:16])[F:15])[O:11][C:10]([NH2:18])=[N:9]2)[CH:7]=1.[C:22]([C:24]1[CH:25]=[C:26](B(O)O)[CH:27]=[N:28][CH:29]=1)#[N:23].C(=O)([O-])[O-].[Cs+].[Cs+].C(C1C=NC=C(B2OC(C)(C)C(C)(C)O2)C=1)#N, predict the reaction product. The product is: [NH2:18][C:10]1[O:11][C@H:12]([C:14]([F:17])([F:16])[F:15])[CH2:13][C@:8]([C:6]2[CH:7]=[C:2]([C:26]3[CH:27]=[N:28][CH:29]=[C:24]([CH:25]=3)[C:22]#[N:23])[CH:3]=[CH:4][C:5]=2[F:21])([CH2:19][F:20])[N:9]=1.